This data is from Forward reaction prediction with 1.9M reactions from USPTO patents (1976-2016). The task is: Predict the product of the given reaction. (1) Given the reactants C1C=CC(C2C=CC=CC=2)=CC=1.C1C=CC(OC2C=CC=CC=2)=CC=1.[N+:26]([C:29]1[CH:34]=[CH:33][C:32]([NH:35][C:36](=[CH:41][C:42]([O:44]C)=O)[C:37]([O:39][CH3:40])=[O:38])=[CH:31][CH:30]=1)([O-:28])=[O:27], predict the reaction product. The product is: [N+:26]([C:29]1[CH:30]=[C:31]2[C:32](=[CH:33][CH:34]=1)[NH:35][C:36]([C:37]([O:39][CH3:40])=[O:38])=[CH:41][C:42]2=[O:44])([O-:28])=[O:27]. (2) Given the reactants [NH2:1][C:2]1[CH:3]=[C:4]([C:8]([C:10]2[C:18]3[CH:17]=[N:16][C:15]([NH:19]CC4C=CC(OC)=CC=4OC)=[N:14][C:13]=3[N:12]([C:31]([CH3:42])([CH3:41])[CH2:32][O:33][Si](C(C)(C)C)(C)C)[CH:11]=2)=[O:9])[CH:5]=[N:6][CH:7]=1.[CH3:43][C:44]1[N:48]([CH2:49][C:50](O)=[O:51])[N:47]=[C:46]([C:53]([F:56])([F:55])[F:54])[CH:45]=1, predict the reaction product. The product is: [NH2:19][C:15]1[N:16]=[CH:17][C:18]2[C:10]([C:8]([C:4]3[CH:3]=[C:2]([NH:1][C:50](=[O:51])[CH2:49][N:48]4[C:44]([CH3:43])=[CH:45][C:46]([C:53]([F:56])([F:55])[F:54])=[N:47]4)[CH:7]=[N:6][CH:5]=3)=[O:9])=[CH:11][N:12]([C:31]([CH3:41])([CH3:42])[CH2:32][OH:33])[C:13]=2[N:14]=1.